This data is from Catalyst prediction with 721,799 reactions and 888 catalyst types from USPTO. The task is: Predict which catalyst facilitates the given reaction. (1) Reactant: [C:1]1(C)[C:2]([S:7]([CH2:10][N+:11]#[C-:12])(=[O:9])=[O:8])=[CH:3][CH:4]=[CH:5][CH:6]=1.[H-].[Na+].Br[C:17]([CH3:19])=[CH2:18].[CH3:20]S(C)=O. Product: [N+:11]([CH:10]([S:7]([C:2]1[CH:1]=[CH:6][C:5]([CH3:20])=[CH:4][CH:3]=1)(=[O:8])=[O:9])[CH:17]([CH3:19])[CH3:18])#[C-:12]. The catalyst class is: 27. (2) Reactant: [CH3:1][C:2]1([CH3:17])[C:6]([CH3:8])([CH3:7])[O:5][B:4]([C:9]2[CH:14]=[CH:13][CH:12]=[C:11]([CH:15]=[CH2:16])[CH:10]=2)[O:3]1.[CH2:18]([Zn]CC)C.ICI.[NH4+].[Cl-]. Product: [CH:15]1([C:11]2[CH:10]=[C:9]([B:4]3[O:3][C:2]([CH3:17])([CH3:1])[C:6]([CH3:7])([CH3:8])[O:5]3)[CH:14]=[CH:13][CH:12]=2)[CH2:18][CH2:16]1. The catalyst class is: 11. (3) The catalyst class is: 1. Reactant: [CH3:1][O:2][C:3](=[O:21])[C:4]1[CH:9]=[C:8]([CH2:10][CH2:11][CH3:12])[C:7]([O:13][CH3:14])=[C:6]([S:15]C(OCC)=S)[CH:5]=1.CO[Na].Cl. Product: [CH3:1][O:2][C:3](=[O:21])[C:4]1[CH:9]=[C:8]([CH2:10][CH2:11][CH3:12])[C:7]([O:13][CH3:14])=[C:6]([SH:15])[CH:5]=1. (4) Reactant: [O:1]([C:8]1[CH:15]=[CH:14][C:11]([CH:12]=[O:13])=[CH:10][CH:9]=1)[C:2]1[CH:7]=[CH:6][CH:5]=[CH:4][CH:3]=1.C[O-].[Na+:18].[N+:19]([CH3:22])([O-:21])=[O:20]. Product: [N+:19]([CH2:22][CH:12]([C:11]1[CH:10]=[CH:9][C:8]([O:1][C:2]2[CH:3]=[CH:4][CH:5]=[CH:6][CH:7]=2)=[CH:15][CH:14]=1)[O-:13])([O-:21])=[O:20].[Na+:18]. The catalyst class is: 5. (5) Reactant: Br[C:2]1[CH:3]=[C:4]2[C:9](=[C:10]([N+:12]([O-])=O)[CH:11]=1)[NH:8][C:7](=[O:15])[CH:6]([NH:16][C:17](=[O:19])[CH3:18])[CH2:5]2.C([O-])=O.[NH4+].O. Product: [NH2:12][C:10]1[CH:11]=[CH:2][CH:3]=[C:4]2[C:9]=1[NH:8][C:7](=[O:15])[CH:6]([NH:16][C:17](=[O:19])[CH3:18])[CH2:5]2. The catalyst class is: 29. (6) Reactant: [F-:1].[K+].[CH3:3][O:4][C:5](=[O:15])[C:6]1[C:11]([CH3:12])=[CH:10][C:9]([Cl:13])=[CH:8][C:7]=1I.COC(=O)[C:19](Cl)([F:21])[F:20]. Product: [CH3:3][O:4][C:5](=[O:15])[C:6]1[C:11]([CH3:12])=[CH:10][C:9]([Cl:13])=[CH:8][C:7]=1[C:19]([F:21])([F:1])[F:20]. The catalyst class is: 122.